This data is from Reaction yield outcomes from USPTO patents with 853,638 reactions. The task is: Predict the reaction yield, written as a fraction of the theoretical maximum amount of product (1.0 means a 100% yield; for example, 0.34 means a 34% yield). The catalyst is ClCCl. The yield is 0.770. The product is [CH3:8][C:1]1[CH:2]=[C:3]([CH3:7])[CH:4]=[CH:5][C:6]=1[C:9](=[O:15])/[CH:10]=[CH:11]/[C:12]([OH:14])=[O:13]. The reactants are [C:1]1([CH3:8])[CH:6]=[CH:5][CH:4]=[C:3]([CH3:7])[CH:2]=1.[C:9]1(=[O:15])[O:14][C:12](=[O:13])[CH:11]=[CH:10]1.[Cl-].[Al+3].[Cl-].[Cl-].Cl.